From a dataset of Catalyst prediction with 721,799 reactions and 888 catalyst types from USPTO. Predict which catalyst facilitates the given reaction. (1) Reactant: [Br:1][C:2]1[S:6][C:5]([C:7]([O:9][CH3:10])=[O:8])=[C:4]([NH:11][C:12](=O)[C:13](F)(F)F)[CH:3]=1.Br.BrCC1[CH:26]=[CH:25][N:24]=[CH:23][CH:22]=1.C(=O)([O-])[O-].[Cs+].[Cs+].CC(N(C)C)=O. Product: [Br:1][C:2]1[S:6][C:5]([C:7]([O:9][CH3:10])=[O:8])=[C:4]([NH:11][CH2:12][C:13]2[CH:26]=[CH:25][N:24]=[CH:23][CH:22]=2)[CH:3]=1. The catalyst class is: 6. (2) Reactant: C([Li])CCC.Br[C:7]1[CH:12]=[CH:11][C:10]([O:13][CH2:14][CH:15]2[CH2:20][CH2:19][N:18]([C:21]3[O:25][N:24]=[C:23]([CH:26]([CH3:28])[CH3:27])[N:22]=3)[CH2:17][CH2:16]2)=[CH:9][CH:8]=1.C([O:32][B:33](OC(C)C)[O:34]C(C)C)(C)C.Cl. Product: [CH3:27][CH:26]([C:23]1[N:22]=[C:21]([N:18]2[CH2:19][CH2:20][CH:15]([CH2:14][O:13][C:10]3[CH:11]=[CH:12][C:7]([B:33]([OH:34])[OH:32])=[CH:8][CH:9]=3)[CH2:16][CH2:17]2)[O:25][N:24]=1)[CH3:28]. The catalyst class is: 1. (3) Reactant: [F-].C([N+](CCCC)(CCCC)CCCC)CCC.[F:19][C:20]1[CH:25]=[C:24]([S:26][C:27]2[CH:32]=[CH:31][C:30]([S:33][CH3:34])=[CH:29][CH:28]=2)[CH:23]=[CH:22][C:21]=1[NH:35][C:36](=[O:54])[C:37]([O:46][Si](C(C)(C)C)(C)C)([C:42]([F:45])([F:44])[F:43])[C:38]([F:41])([F:40])[F:39].C(OCC)(=O)C. Product: [F:19][C:20]1[CH:25]=[C:24]([S:26][C:27]2[CH:32]=[CH:31][C:30]([S:33][CH3:34])=[CH:29][CH:28]=2)[CH:23]=[CH:22][C:21]=1[NH:35][C:36](=[O:54])[C:37]([OH:46])([C:38]([F:39])([F:40])[F:41])[C:42]([F:44])([F:45])[F:43]. The catalyst class is: 1. (4) Reactant: [CH3:1][N:2]1[CH2:7][CH2:6][N:5]([C:8](=[O:18])[C:9]2[CH:14]=[CH:13][C:12]([N+:15]([O-])=O)=[CH:11][CH:10]=2)[CH2:4][CH2:3]1. Product: [CH3:1][N:2]1[CH2:3][CH2:4][N:5]([C:8](=[O:18])[C:9]2[CH:14]=[CH:13][C:12]([NH2:15])=[CH:11][CH:10]=2)[CH2:6][CH2:7]1. The catalyst class is: 43. (5) Reactant: [CH:1]([NH:4][CH2:5][C:6]1[CH:22]=[CH:21][CH:20]=[CH:19][C:7]=1[O:8][CH2:9][CH2:10][CH2:11][CH2:12][CH2:13][C:14]([O:16][CH2:17][CH3:18])=[O:15])([CH3:3])[CH3:2].[F:23][C:24]1[CH:32]=[CH:31][C:27]([C:28](O)=[O:29])=[CH:26][CH:25]=1.CCN=C=NCCCN(C)C.Cl.C1C=CC2N(O)N=NC=2C=1.C(N(C(C)C)CC)(C)C. Product: [F:23][C:24]1[CH:32]=[CH:31][C:27]([C:28]([N:4]([CH2:5][C:6]2[CH:22]=[CH:21][CH:20]=[CH:19][C:7]=2[O:8][CH2:9][CH2:10][CH2:11][CH2:12][CH2:13][C:14]([O:16][CH2:17][CH3:18])=[O:15])[CH:1]([CH3:2])[CH3:3])=[O:29])=[CH:26][CH:25]=1. The catalyst class is: 3. (6) Reactant: [Li]N1C(C)(C)CCC[C:3]1(C)C.CC1CCCN(C)C1(C)C.CN(CCN(C)C)C.[Li]CCCC.[NH:35]([C:42]1[N:43]([C:55]2[CH:60]=[CH:59][CH:58]=[CH:57][CH:56]=2)[C:44]2[C:49]([C:50](=[O:52])[CH:51]=1)=[CH:48][C:47]([F:53])=[C:46]([Cl:54])[N:45]=2)[C:36]1[CH:41]=[CH:40][CH:39]=[CH:38][CH:37]=1.CI. Product: [NH:35]([C:42]1[N:43]([C:55]2[CH:60]=[CH:59][CH:58]=[CH:57][CH:56]=2)[C:44]2[C:49]([C:50](=[O:52])[CH:51]=1)=[C:48]([CH3:3])[C:47]([F:53])=[C:46]([Cl:54])[N:45]=2)[C:36]1[CH:41]=[CH:40][CH:39]=[CH:38][CH:37]=1. The catalyst class is: 1. (7) The catalyst class is: 39. Reactant: [Br:1][C:2]1[CH:3]=[CH:4][C:5](F)=[C:6]([N+:8]([O-:10])=[O:9])[CH:7]=1.C([O-])([O-])=O.[Cs+].[Cs+].[SH:18][C:19]1[CH:28]=[CH:27][CH:26]=[CH:25][C:20]=1[C:21]([O:23][CH3:24])=[O:22].O. Product: [CH3:24][O:23][C:21](=[O:22])[C:20]1[CH:25]=[CH:26][CH:27]=[CH:28][C:19]=1[S:18][C:5]1[CH:4]=[CH:3][C:2]([Br:1])=[CH:7][C:6]=1[N+:8]([O-:10])=[O:9]. (8) Reactant: [CH3:1][O:2][C:3](=[O:34])[CH:4]([C:9]1[CH:10]=[C:11]([C:23]2[CH:28]=[C:27]([C:29]([F:32])([F:31])[F:30])[CH:26]=[C:25]([F:33])[CH:24]=2)[CH:12]=[C:13](OS(C(F)(F)F)(=O)=O)[CH:14]=1)[CH2:5][CH:6]([CH3:8])[CH3:7].[F:35][C:36]([F:49])([F:48])[C:37]1[CH:38]=[C:39]([CH:41]=[C:42]([C:44]([F:47])([F:46])[F:45])[CH:43]=1)[NH2:40].CC(C)([O-])C.[Na+].C(P(C1C=CC2C(=CC=CC=2)C=1C1C2C(=CC=CC=2)C=CC=1)C(C)(C)C)(C)(C)C. Product: [CH3:1][O:2][C:3](=[O:34])[CH:4]([C:9]1[CH:10]=[C:11]([C:23]2[CH:24]=[C:25]([F:33])[CH:26]=[C:27]([C:29]([F:31])([F:30])[F:32])[CH:28]=2)[CH:12]=[C:13]([NH:40][C:39]2[CH:41]=[C:42]([C:44]([F:45])([F:46])[F:47])[CH:43]=[C:37]([C:36]([F:35])([F:48])[F:49])[CH:38]=2)[CH:14]=1)[CH2:5][CH:6]([CH3:8])[CH3:7]. The catalyst class is: 222. (9) Reactant: [CH2:1]([O:8][C:9](=[O:21])[CH2:10][NH:11][CH2:12][C:13]1[CH:18]=[CH:17][C:16]([O:19][CH3:20])=[CH:15][CH:14]=1)[C:2]1[CH:7]=[CH:6][CH:5]=[CH:4][CH:3]=1.OC1C=CC=CN=1.[CH2:29]=[C:30]1[O:34][C:32](=[O:33])[CH2:31]1. Product: [CH2:1]([O:8][C:9](=[O:21])[CH2:10][N:11]([CH2:12][C:13]1[CH:14]=[CH:15][C:16]([O:19][CH3:20])=[CH:17][CH:18]=1)[C:32](=[O:33])[CH2:31][C:30](=[O:34])[CH3:29])[C:2]1[CH:3]=[CH:4][CH:5]=[CH:6][CH:7]=1. The catalyst class is: 1.